This data is from Full USPTO retrosynthesis dataset with 1.9M reactions from patents (1976-2016). The task is: Predict the reactants needed to synthesize the given product. (1) The reactants are: Cl.[NH2:2][CH2:3][C:4]1([OH:24])[CH2:8][CH2:7][N:6]([CH2:9][CH2:10][C:11]2[C:20]3[C:15](=[CH:16][CH:17]=[C:18]([O:21][CH3:22])[N:19]=3)[N:14]=[CH:13][C:12]=2[F:23])[CH2:5]1.[O:25]=[C:26]1[NH:31][C:30]2[N:32]=[C:33]([CH:36]=O)[CH:34]=[CH:35][C:29]=2[S:28][CH2:27]1.CCN(CC)CC.[BH4-].[Na+]. Given the product [F:23][C:12]1[CH:13]=[N:14][C:15]2[C:20]([C:11]=1[CH2:10][CH2:9][N:6]1[CH2:7][CH2:8][C:4]([CH2:3][NH:2][CH2:36][C:33]3[CH:34]=[CH:35][C:29]4[S:28][CH2:27][C:26](=[O:25])[NH:31][C:30]=4[N:32]=3)([OH:24])[CH2:5]1)=[N:19][C:18]([O:21][CH3:22])=[CH:17][CH:16]=2, predict the reactants needed to synthesize it. (2) Given the product [CH3:36][C:8]1[CH:9]=[C:10]([S:13]([N:16]2[CH2:25][C:24]([CH3:27])([CH3:26])[C:23]3[C:18](=[CH:19][C:20]([C:28]4[CH:33]=[CH:32][C:31]([F:34])=[CH:30][CH:29]=4)=[CH:21][CH:22]=3)[CH:17]2[CH3:35])(=[O:15])=[O:14])[CH:11]=[CH:12][C:7]=1[O:6][CH2:5][C:4]([OH:37])=[O:3], predict the reactants needed to synthesize it. The reactants are: C([O:3][C:4](=[O:37])[CH2:5][O:6][C:7]1[CH:12]=[CH:11][C:10]([S:13]([N:16]2[CH2:25][C:24]([CH3:27])([CH3:26])[C:23]3[C:18](=[CH:19][C:20]([C:28]4[CH:33]=[CH:32][C:31]([F:34])=[CH:30][CH:29]=4)=[CH:21][CH:22]=3)[CH:17]2[CH3:35])(=[O:15])=[O:14])=[CH:9][C:8]=1[CH3:36])C.[OH-].[Na+]. (3) Given the product [OH:53][C:10]([CH2:9][CH2:8][CH2:7][CH2:6][C@H:4]1[C@@H:3]2[C@@H:2]([NH:22][C:20]([NH:19]2)=[O:21])[CH2:1][S:5]1)=[O:11], predict the reactants needed to synthesize it. The reactants are: [CH2:1]1[S:5][C@@H:4]([CH2:6][CH2:7][CH2:8][CH2:9][C:10](NCCCCCN)=[O:11])[C@H:3]2[NH:19][C:20]([NH:22][C@@H:2]12)=[O:21].CC1(C)C(/C=C/C=C/C=C2\C(C)(C)C3C(N\2CCCCCC(ON2C(=O)CCC2=O)=[O:53])=CC=CC=3)=[N+](C)C2C1=CC=CC=2.C(N(CC)CC)C. (4) Given the product [Cl:1][C:2]1[CH:3]=[C:4]([N:13]([CH:14]2[CH2:18][CH2:17][CH2:16][CH2:15]2)[CH3:19])[C:5]([CH3:12])=[C:6]([CH:11]=1)[C:7]([O:9][CH3:10])=[O:8], predict the reactants needed to synthesize it. The reactants are: [Cl:1][C:2]1[CH:3]=[C:4]([NH:13][CH:14]2[CH2:18][CH2:17][CH2:16][CH2:15]2)[C:5]([CH3:12])=[C:6]([CH:11]=1)[C:7]([O:9][CH3:10])=[O:8].[C:19](=O)([O-])[O-].[Cs+].[Cs+].CI. (5) Given the product [OH:1][CH:2]([C:6]1[CH:7]=[CH:8][C:9]([C:12]2[N:16]=[C:15]([C:17]3[CH:18]=[N:19][N:20]([C:26]4[CH:27]=[CH:28][CH:29]=[CH:30][CH:31]=4)[C:21]=3[C:22]([F:25])([F:23])[F:24])[O:14][N:13]=2)=[CH:10][CH:11]=1)[C:3]([NH:32][CH2:33][C:34]([OH:36])([CH3:37])[CH3:35])=[O:5], predict the reactants needed to synthesize it. The reactants are: [OH:1][CH:2]([C:6]1[CH:11]=[CH:10][C:9]([C:12]2[N:16]=[C:15]([C:17]3[CH:18]=[N:19][N:20]([C:26]4[CH:31]=[CH:30][CH:29]=[CH:28][CH:27]=4)[C:21]=3[C:22]([F:25])([F:24])[F:23])[O:14][N:13]=2)=[CH:8][CH:7]=1)[C:3]([OH:5])=O.[NH2:32][CH2:33][C:34]([CH3:37])([OH:36])[CH3:35].CN1CCOCC1.CN(C(ON1N=NC2C=CC=NC1=2)=[N+](C)C)C.F[P-](F)(F)(F)(F)F. (6) Given the product [CH3:1][C:2]1[CH:3]=[N:4][CH:5]=[CH:6][C:7]=1[O:8][CH3:9], predict the reactants needed to synthesize it. The reactants are: [CH3:1][C:2]1[CH:3]=[N+:4]([O-])[CH:5]=[CH:6][C:7]=1[O:8][CH3:9]. (7) Given the product [C:1]([O:5][C:6]([NH:7][CH2:8][C:9]1[NH:18][C:12]2=[N:13][CH:14]=[C:15]([C:6]([O:5][CH3:1])=[O:19])[CH:16]=[C:11]2[N:10]=1)=[O:19])([CH3:4])([CH3:3])[CH3:2], predict the reactants needed to synthesize it. The reactants are: [C:1]([O:5][C:6](=[O:19])[NH:7][CH2:8][C:9]1[NH:18][C:12]2=[N:13][CH:14]=[C:15](Br)[CH:16]=[C:11]2[N:10]=1)([CH3:4])([CH3:3])[CH3:2].CCN(CC)CC. (8) Given the product [F:1][C:2]1[C:3]2[CH2:12][S:11][CH2:10][C:4]=2[S:5][C:6]=1[C:7]([O:9][CH2:31][CH:30]([CH2:28][CH3:29])[CH2:33][CH2:34][CH2:35][CH3:36])=[O:8], predict the reactants needed to synthesize it. The reactants are: [F:1][C:2]1[C:3]2[CH2:12][S:11][CH2:10][C:4]=2[S:5][C:6]=1[C:7]([OH:9])=[O:8].C1CCC(N=C=NC2CCCCC2)CC1.[CH2:28]([CH:30]([CH2:33][CH2:34][CH2:35][CH3:36])[CH2:31]O)[CH3:29]. (9) The reactants are: Cl[C:2]1[N:7]=[C:6]([NH2:8])[C:5]([N+:9]([O-:11])=[O:10])=[CH:4][CH:3]=1.[N:12]1[CH:17]=[CH:16][CH:15]=[C:14](B(O)O)[CH:13]=1.C(=O)([O-])[O-].[Cs+].[Cs+]. Given the product [N+:9]([C:5]1[CH:4]=[CH:3][C:2]([C:14]2[CH:13]=[N:12][CH:17]=[CH:16][CH:15]=2)=[N:7][C:6]=1[NH2:8])([O-:11])=[O:10], predict the reactants needed to synthesize it.